Dataset: Reaction yield outcomes from USPTO patents with 853,638 reactions. Task: Predict the reaction yield, written as a fraction of the theoretical maximum amount of product (1.0 means a 100% yield; for example, 0.34 means a 34% yield). (1) The reactants are Cl([O-])=O.[Na+].[OH2:5].P([O-])(O)(O)=O.[Na+].[Cl:12][C:13]1[N:14]=[C:15]([CH:20]([CH3:22])[CH3:21])[NH:16][C:17]=1[CH:18]=[O:19].CC(=CC)C. The catalyst is O.C1COCC1.C(O)(C)(C)C. The product is [Cl:12][C:13]1[N:14]=[C:15]([CH:20]([CH3:22])[CH3:21])[NH:16][C:17]=1[C:18]([OH:5])=[O:19]. The yield is 0.920. (2) The reactants are [CH3:1][C@@:2]([NH:15][NH2:16])([C:12]([OH:14])=[O:13])[CH2:3][C:4]1[CH:5]=[CH:6][C:7]([OH:11])=[C:8]([OH:10])[CH:9]=1.C(N(CC)CC)C.[CH3:24][C:25]([O:28][C:29](O[C:29]([O:28][C:25]([CH3:27])([CH3:26])[CH3:24])=[O:30])=[O:30])([CH3:27])[CH3:26]. The catalyst is CO. The product is [C:25]([O:28][C:29]([NH:16][NH:15][C:2]([CH3:1])([CH2:3][C:4]1[CH:5]=[CH:6][C:7]([OH:11])=[C:8]([OH:10])[CH:9]=1)[C:12]([OH:14])=[O:13])=[O:30])([CH3:27])([CH3:26])[CH3:24]. The yield is 0.950. (3) The reactants are [C:1]([O:4][CH2:5][C@H:6]([CH3:29])[CH2:7][CH:8]([NH:25][C:26](=[O:28])[CH3:27])[C:9]1[S:10][C:11]([C:14]#[C:15][CH2:16][CH2:17][CH2:18][C:19]2[CH:24]=[CH:23][CH:22]=[CH:21][CH:20]=2)=[CH:12][CH:13]=1)(=[O:3])[CH3:2]. The catalyst is CO.[Pd]. The product is [C:1]([O:4][CH2:5][C@H:6]([CH3:29])[CH2:7][CH:8]([NH:25][C:26](=[O:28])[CH3:27])[C:9]1[S:10][C:11]([CH2:14][CH2:15][CH2:16][CH2:17][CH2:18][C:19]2[CH:20]=[CH:21][CH:22]=[CH:23][CH:24]=2)=[CH:12][CH:13]=1)(=[O:3])[CH3:2]. The yield is 0.930. (4) The reactants are [CH:1]1([N:4]([CH2:8][C:9]2[CH:10]=[C:11]([C:23]([OH:25])=[O:24])[CH:12]=[C:13]3[C:18]=2[O:17][C:16]([CH3:20])([CH3:19])[CH2:15][C:14]3([CH3:22])[CH3:21])[CH:5]([CH3:7])[CH3:6])[CH2:3][CH2:2]1.C(O[C:30]1[CH:35]=[CH:34][C:33](O)=[CH:32][C:31]=1C[C:30]1[CH:35]=[CH:34][CH:33]=[CH:32][CH:31]=1)(=O)C.[C:44]([O:47][CH2:48][CH3:49])(=[O:46])[CH3:45]. The catalyst is ClCCl.CN(C)C1C=CN=CC=1.CCCCCC. The product is [CH2:48]([O:47][C:44]([CH2:45][C:35]1[CH:30]=[CH:31][C:32]([O:24][C:23]([C:11]2[CH:12]=[C:13]3[C:18](=[C:9]([CH2:8][N:4]([CH:1]4[CH2:3][CH2:2]4)[CH:5]([CH3:7])[CH3:6])[CH:10]=2)[O:17][C:16]([CH3:19])([CH3:20])[CH2:15][C:14]3([CH3:22])[CH3:21])=[O:25])=[CH:33][CH:34]=1)=[O:46])[C:49]1[CH:11]=[CH:10][CH:9]=[CH:18][CH:13]=1. The yield is 0.690. (5) The reactants are [N:1]1[C:10]2[C:5](=[CH:6][CH:7]=[CH:8][CH:9]=2)[CH:4]=[CH:3][C:2]=1[CH2:11][O:12][C:13]1[CH:17]=[C:16]([CH2:18]O)[O:15][N:14]=1.S(Cl)([Cl:22])=O. No catalyst specified. The product is [Cl:22][CH2:18][C:16]1[O:15][N:14]=[C:13]([O:12][CH2:11][C:2]2[CH:3]=[CH:4][C:5]3[C:10](=[CH:9][CH:8]=[CH:7][CH:6]=3)[N:1]=2)[CH:17]=1. The yield is 0.980. (6) The reactants are [N:1]1[CH:6]=[CH:5][CH:4]=[C:3]([S:7]([OH:10])(=O)=[O:8])[CH:2]=1.P(Cl)(Cl)(Cl)(Cl)[Cl:12].P(Cl)(Cl)([Cl:19])=O.Cl. The catalyst is C(Cl)(Cl)Cl. The product is [ClH:12].[N:1]1[CH:6]=[CH:5][CH:4]=[C:3]([S:7]([Cl:19])(=[O:10])=[O:8])[CH:2]=1. The yield is 0.810. (7) The reactants are [Br:1][C:2]1[CH:10]=[CH:9][CH:8]=[C:7]2[C:3]=1[C:4]1([C:15]3=[CH:16][C:17]4[O:21][CH2:20][O:19][C:18]=4[CH:22]=[C:14]3[O:13][CH2:12]1)[C:5](=[O:11])[NH:6]2.[C:23](O[C:23]([O:25][C:26]([CH3:29])([CH3:28])[CH3:27])=[O:24])([O:25][C:26]([CH3:29])([CH3:28])[CH3:27])=[O:24].[OH-].[Na+]. The catalyst is O1CCCC1.O. The product is [Br:1][C:2]1[CH:10]=[CH:9][CH:8]=[C:7]2[C:3]=1[C:4]1([C:15]3=[CH:16][C:17]4[O:21][CH2:20][O:19][C:18]=4[CH:22]=[C:14]3[O:13][CH2:12]1)[C:5](=[O:11])[N:6]2[C:23]([O:25][C:26]([CH3:29])([CH3:28])[CH3:27])=[O:24]. The yield is 0.740. (8) The catalyst is CN(C=O)C. The product is [Br:1][C:2]1[CH:7]=[C:6]([N+:8]([O-:10])=[O:9])[C:5]([N:11]([CH2:18][C:19]2[CH:29]=[CH:28][C:22]3[N:23]=[C:24]([S:26][CH3:27])[S:25][C:21]=3[CH:20]=2)[CH:12]=[O:13])=[C:4]([F:14])[CH:3]=1. The reactants are [Br:1][C:2]1[CH:7]=[C:6]([N+:8]([O-:10])=[O:9])[C:5]([NH:11][CH:12]=[O:13])=[C:4]([F:14])[CH:3]=1.[H-].[Na+].Cl[CH2:18][C:19]1[CH:29]=[CH:28][C:22]2[N:23]=[C:24]([S:26][CH3:27])[S:25][C:21]=2[CH:20]=1. The yield is 0.980. (9) The reactants are I[C:2]1[CH:3]=[CH:4][CH:5]=[C:6]2[C:10]=1[C:9](=O)[NH:8][CH2:7]2.[C-]#[N:13].[Na+].[CH3:15][CH2:16][CH2:17][CH2:18][CH2:19][CH3:20].CCO[C:24]([CH3:26])=[O:25]. The catalyst is C(#N)C.C1C=CC([P]([Pd]([P](C2C=CC=CC=2)(C2C=CC=CC=2)C2C=CC=CC=2)([P](C2C=CC=CC=2)(C2C=CC=CC=2)C2C=CC=CC=2)[P](C2C=CC=CC=2)(C2C=CC=CC=2)C2C=CC=CC=2)(C2C=CC=CC=2)C2C=CC=CC=2)=CC=1.[Cu]I. The product is [CH2:9]([N:8]1[CH2:7][C:6]2[C:26](=[C:4]([C:5]#[N:13])[CH:3]=[CH:2][CH:10]=2)[C:24]1=[O:25])[C:17]1[CH:16]=[CH:15][CH:20]=[CH:19][CH:18]=1. The yield is 0.680. (10) The catalyst is C(Cl)Cl.CN(C)C1C=CN=CC=1. The product is [F:27][C:28]([F:32])([F:31])[CH2:29][NH:30][C:12]([C:9]1([NH:8][C:6](=[O:7])[O:5][C:1]([CH3:2])([CH3:3])[CH3:4])[CH2:10][CH2:11]1)=[O:14]. The yield is 0.840. The reactants are [C:1]([O:5][C:6]([NH:8][C:9]1([C:12]([OH:14])=O)[CH2:11][CH2:10]1)=[O:7])([CH3:4])([CH3:3])[CH3:2].CCN=C=NCCCN(C)C.Cl.[F:27][C:28]([F:32])([F:31])[CH2:29][NH2:30].